This data is from CYP2D6 inhibition data for predicting drug metabolism from PubChem BioAssay. The task is: Regression/Classification. Given a drug SMILES string, predict its absorption, distribution, metabolism, or excretion properties. Task type varies by dataset: regression for continuous measurements (e.g., permeability, clearance, half-life) or binary classification for categorical outcomes (e.g., BBB penetration, CYP inhibition). Dataset: cyp2d6_veith. (1) The drug is O=C1CN2CCN(CC2)CC(=O)Nc2ccc(cc2)S(=O)(=O)c2ccc(cc2)NC(=O)CN2CCN(CC2)CC(=O)Nc2ccc(cc2)S(=O)(=O)c2ccc(cc2)N1. The result is 0 (non-inhibitor). (2) The molecule is O=C(O)CCC(=O)N1CCOc2ccc(Cl)cc21. The result is 0 (non-inhibitor). (3) The molecule is CNC(=O)/C=C1\NC(C)(C)Cc2c1ccc1ccccc21. The result is 1 (inhibitor).